Dataset: Full USPTO retrosynthesis dataset with 1.9M reactions from patents (1976-2016). Task: Predict the reactants needed to synthesize the given product. (1) Given the product [F:23][C:20]1[CH:19]=[C:18]([CH2:24][CH2:25][C:26]([O:28][CH2:29][CH3:30])=[O:27])[CH:17]=[C:16]([C@H:13]([OH:12])[CH2:14][O:15][S:7]([C:4]2[CH:5]=[CH:6][C:1]([CH3:11])=[CH:2][CH:3]=2)(=[O:9])=[O:8])[C:21]=1[F:22], predict the reactants needed to synthesize it. The reactants are: [C:1]1([CH3:11])[CH:6]=[CH:5][C:4]([S:7](Cl)(=[O:9])=[O:8])=[CH:3][CH:2]=1.[OH:12][C@@H:13]([C:16]1[CH:17]=[C:18]([CH:24](CC)[CH2:25][C:26]([O:28][CH2:29][CH3:30])=[O:27])[CH:19]=[C:20]([F:23])[C:21]=1[F:22])[CH2:14][OH:15]. (2) Given the product [CH3:48][O:47][C:45](=[O:46])[NH:26][CH2:25][CH2:24][O:23][C:19]1[C:20]([Br:22])=[CH:21][C:16]([C:14](=[O:15])[NH:13][CH2:1][CH2:2][CH2:3][CH2:4][CH2:5][CH2:6][CH2:7][CH2:8][CH2:9][CH2:10][CH2:11][CH3:12])=[CH:17][C:18]=1[C:27]1[CH:32]=[CH:31][CH:30]=[C:29]([C:33]([F:36])([F:34])[F:35])[CH:28]=1, predict the reactants needed to synthesize it. The reactants are: [CH2:1]([NH:13][C:14]([C:16]1[CH:17]=[C:18]([C:27]2[CH:32]=[CH:31][CH:30]=[C:29]([C:33]([F:36])([F:35])[F:34])[CH:28]=2)[C:19]([O:23][CH2:24][CH2:25][NH2:26])=[C:20]([Br:22])[CH:21]=1)=[O:15])[CH2:2][CH2:3][CH2:4][CH2:5][CH2:6][CH2:7][CH2:8][CH2:9][CH2:10][CH2:11][CH3:12].C(N(CC)CC)C.Cl[C:45]([O:47][CH3:48])=[O:46].